From a dataset of Peptide-MHC class I binding affinity with 185,985 pairs from IEDB/IMGT. Regression. Given a peptide amino acid sequence and an MHC pseudo amino acid sequence, predict their binding affinity value. This is MHC class I binding data. (1) The peptide sequence is TEQMAPHHKI. The MHC is HLA-B44:02 with pseudo-sequence HLA-B44:02. The binding affinity (normalized) is 0.655. (2) The peptide sequence is AADFPGIAR. The binding affinity (normalized) is 0.0847. The MHC is HLA-B08:01 with pseudo-sequence HLA-B08:01. (3) The peptide sequence is ATDFKFAMY. The MHC is HLA-A03:01 with pseudo-sequence HLA-A03:01. The binding affinity (normalized) is 0.172. (4) The peptide sequence is GHFPLQHAL. The MHC is HLA-B07:02 with pseudo-sequence HLA-B07:02. The binding affinity (normalized) is 0.0847.